Dataset: Reaction yield outcomes from USPTO patents with 853,638 reactions. Task: Predict the reaction yield, written as a fraction of the theoretical maximum amount of product (1.0 means a 100% yield; for example, 0.34 means a 34% yield). (1) The reactants are Cl[C:2]1[N:10]=[C:9]([CH3:11])[CH:8]=[CH:7][C:3]=1[C:4]([OH:6])=[O:5].C(=O)([O-])[O-].[Cs+].[Cs+].[NH:18]1[CH:22]=[CH:21][N:20]=[N:19]1.CN[C@@H]1CCCC[C@H]1NC. The catalyst is CCOCC.O.[Cu](I)I.[Co].O1CCOCC1. The product is [CH3:11][C:9]1[CH:8]=[CH:7][C:3]([C:4]([OH:6])=[O:5])=[C:2]([N:19]2[N:20]=[CH:21][CH:22]=[N:18]2)[N:10]=1. The yield is 0.200. (2) The yield is 0.780. The catalyst is C(Cl)Cl. The product is [Br:1][C:2]1[CH:18]=[C:17](/[CH:19]=[CH:20]/[CH:21]([C:26]2[CH:31]=[C:30]([Cl:32])[C:29]([Cl:33])=[C:28]([Cl:34])[CH:27]=2)[C:22]([F:24])([F:25])[F:23])[CH:16]=[CH:15][C:3]=1[C:4]([NH:6][CH2:7][C:8]([OH:10])=[O:9])=[O:5]. The reactants are [Br:1][C:2]1[CH:18]=[C:17](/[CH:19]=[CH:20]/[CH:21]([C:26]2[CH:31]=[C:30]([Cl:32])[C:29]([Cl:33])=[C:28]([Cl:34])[CH:27]=2)[C:22]([F:25])([F:24])[F:23])[CH:16]=[CH:15][C:3]=1[C:4]([NH:6][CH2:7][C:8]([O:10]C(C)(C)C)=[O:9])=[O:5].C(O)(C(F)(F)F)=O. (3) The reactants are N12CCCN=C1CCCCC2.Cl.[NH2:13][CH2:14][C:15]1[CH:23]=[CH:22][CH:21]=[C:20]2[C:16]=1[C:17](=[O:33])[N:18]([CH:25]1[CH2:30][CH2:29][C:28](=[O:31])[NH:27][C:26]1=[O:32])[C:19]2=[O:24].[C:34]1([CH2:40][C:41](Cl)=[O:42])[CH:39]=[CH:38][CH:37]=[CH:36][CH:35]=1. The catalyst is CC#N. The product is [O:32]=[C:26]1[CH:25]([N:18]2[C:17](=[O:33])[C:16]3[C:20](=[CH:21][CH:22]=[CH:23][C:15]=3[CH2:14][NH:13][C:41](=[O:42])[CH2:40][C:34]3[CH:39]=[CH:38][CH:37]=[CH:36][CH:35]=3)[C:19]2=[O:24])[CH2:30][CH2:29][C:28](=[O:31])[NH:27]1. The yield is 0.550. (4) The yield is 0.350. The catalyst is C(Cl)Cl. The product is [Cl:52][C:53]1[CH:54]=[CH:55][C:56]([CH:76]=[CH2:77])=[C:57]([C:59]2[CH:64]=[CH:63][C:62]([C@@:65]3([O:74][CH3:75])[CH2:69][N:68]([C:12](=[O:14])[C@@H:11]([NH:10][C:8]([O:7][CH2:1][CH2:2][CH2:3][CH2:4][CH:5]=[CH2:6])=[O:9])[C:15]([CH3:18])([CH3:17])[CH3:16])[C@H:67]([C:70]([O:72][CH3:73])=[O:71])[CH2:66]3)=[CH:61][CH:60]=2)[CH:58]=1. The reactants are [CH2:1]([O:7][C:8]([NH:10][C@@H:11]([C:15]([CH3:18])([CH3:17])[CH3:16])[C:12]([OH:14])=O)=[O:9])[CH2:2][CH2:3][CH2:4][CH:5]=[CH2:6].CCN(C(C)C)C(C)C.CN(C(ON1N=NC2C=CC=NC1=2)=[N+](C)C)C.F[P-](F)(F)(F)(F)F.[Cl:52][C:53]1[CH:54]=[CH:55][C:56]([CH:76]=[CH2:77])=[C:57]([C:59]2[CH:64]=[CH:63][C:62]([C@@:65]3([O:74][CH3:75])[CH2:69][NH:68][C@H:67]([C:70]([O:72][CH3:73])=[O:71])[CH2:66]3)=[CH:61][CH:60]=2)[CH:58]=1. (5) The reactants are [CH2:1]([C:5]1[CH:10]=[CH:9][C:8]([C:11]([CH3:40])([CH2:15][CH2:16][CH2:17][CH2:18][C:19](=[O:39])[CH2:20][CH2:21][CH2:22][CH2:23][C:24]([C:29]2[CH:34]=[CH:33][C:32]([CH2:35]C(C)C)=[CH:31][CH:30]=2)([CH3:28])[C:25]([OH:27])=[O:26])[C:12]([OH:14])=[O:13])=[CH:7][CH:6]=1)C(C)C.C(OC(=O)C(C)(C1C=CC(C)=CC=1)CCCCC(=O)CCCCC(C)(C1C=CC(C)=CC=1)C(OCC)=O)C.[OH-].[K+]. The catalyst is O.C(O)C. The product is [CH3:28][C:24]([C:29]1[CH:34]=[CH:33][C:32]([CH3:35])=[CH:31][CH:30]=1)([CH2:23][CH2:22][CH2:21][CH2:20][C:19](=[O:39])[CH2:18][CH2:17][CH2:16][CH2:15][C:11]([CH3:40])([C:8]1[CH:7]=[CH:6][C:5]([CH3:1])=[CH:10][CH:9]=1)[C:12]([OH:14])=[O:13])[C:25]([OH:27])=[O:26]. The yield is 0.390. (6) The reactants are [C:1]([Si:5]([CH3:11])([CH3:10])[O:6][CH2:7][C:8]#[CH:9])([CH3:4])([CH3:3])[CH3:2].[Li]CCCC.[C:17](Br)([Br:20])([F:19])[F:18]. The catalyst is C1COCC1. The product is [Br:20][C:17]([F:19])([F:18])[C:9]#[C:8][CH2:7][O:6][Si:5]([C:1]([CH3:3])([CH3:4])[CH3:2])([CH3:10])[CH3:11]. The yield is 0.760. (7) The reactants are [C:1]([NH:6][C:7]1[S:11][N:10]=[C:9]([CH3:12])[C:8]=1[C:13]([NH2:15])=[O:14])(=O)[CH2:2][CH2:3][CH3:4]. The catalyst is N. The product is [CH3:12][C:9]1[C:8]2[C:13](=[O:14])[NH:15][C:1]([CH2:2][CH2:3][CH3:4])=[N:6][C:7]=2[S:11][N:10]=1. The yield is 0.340. (8) The reactants are CON(C)[C:4]([CH:6]1[CH2:11][S:10][CH2:9][CH2:8][N:7]1[C:12]([O:14][C:15]([CH3:18])([CH3:17])[CH3:16])=[O:13])=[O:5].[H-].[Al+3].[Li+].[H-].[H-].[H-]. The catalyst is O1CCCC1. The product is [CH:4]([CH:6]1[CH2:11][S:10][CH2:9][CH2:8][N:7]1[C:12]([O:14][C:15]([CH3:18])([CH3:17])[CH3:16])=[O:13])=[O:5]. The yield is 1.00.